From a dataset of Forward reaction prediction with 1.9M reactions from USPTO patents (1976-2016). Predict the product of the given reaction. Given the reactants [C:1]([O:5][C:6]([N:8]([C:16]1[CH:17]=[N:18][CH:19]=[CH:20][C:21]=1[N:22]1[CH2:27][C@H:26]([CH3:28])[C@@H:25]([OH:29])[C@H:24]([NH:30][C:31]([O:33][C:34]([CH3:37])([CH3:36])[CH3:35])=[O:32])[CH2:23]1)[C:9](=[O:15])[O:10][C:11]([CH3:14])([CH3:13])[CH3:12])=[O:7])([CH3:4])([CH3:3])[CH3:2].[CH3:38][S:39](Cl)(=[O:41])=[O:40], predict the reaction product. The product is: [CH3:38][S:39]([O:29][C@@H:25]1[C@@H:26]([CH3:28])[CH2:27][N:22]([C:21]2[CH:20]=[CH:19][N:18]=[CH:17][C:16]=2[N:8]([C:9]([O:10][C:11]([CH3:14])([CH3:13])[CH3:12])=[O:15])[C:6]([O:5][C:1]([CH3:2])([CH3:3])[CH3:4])=[O:7])[CH2:23][C@H:24]1[NH:30][C:31]([O:33][C:34]([CH3:36])([CH3:35])[CH3:37])=[O:32])(=[O:41])=[O:40].